Predict the reaction yield, written as a fraction of the theoretical maximum amount of product (1.0 means a 100% yield; for example, 0.34 means a 34% yield). From a dataset of Reaction yield outcomes from USPTO patents with 853,638 reactions. (1) The reactants are [CH2:1]([C@@H:5]1[NH:10][CH2:9][C@H:8]([CH2:11][CH:12]([CH3:14])[CH3:13])[NH:7][C:6]1=[O:15])[CH:2]([CH3:4])[CH3:3].Br[CH2:17][C:18]1[CH:23]=[CH:22][C:21]([F:24])=[C:20]([Cl:25])[CH:19]=1.FC1C=CC(CN2C[C@H](CC(C)C)NC(=O)[C@@H]2CC(C)C)=C(C(F)(F)F)C=1. No catalyst specified. The product is [Cl:25][C:20]1[CH:19]=[C:18]([CH:23]=[CH:22][C:21]=1[F:24])[CH2:17][N:10]1[CH2:9][C@H:8]([CH2:11][CH:12]([CH3:14])[CH3:13])[NH:7][C:6](=[O:15])[C@@H:5]1[CH2:1][CH:2]([CH3:4])[CH3:3]. The yield is 0.156. (2) The reactants are [Cl:1][C:2]1[C:11](Cl)=[N:10][C:9]2[C:4](=[CH:5][CH:6]=[C:7]([Cl:13])[CH:8]=2)[N:3]=1.O.[NH2:15][NH2:16]. The catalyst is CCO. The product is [Cl:1][C:2]1[C:11]([NH:15][NH2:16])=[N:10][C:9]2[C:4](=[CH:5][CH:6]=[C:7]([Cl:13])[CH:8]=2)[N:3]=1. The yield is 0.340.